From a dataset of Full USPTO retrosynthesis dataset with 1.9M reactions from patents (1976-2016). Predict the reactants needed to synthesize the given product. (1) Given the product [Cl:1][C:2]1[CH:3]=[C:4]([CH2:5][OH:6])[CH:8]=[CH:9][C:10]=1[C:11]([O:13][CH3:14])=[O:12], predict the reactants needed to synthesize it. The reactants are: [Cl:1][C:2]1[CH:3]=[C:4]([CH:8]=[CH:9][C:10]=1[C:11]([O:13][CH3:14])=[O:12])[C:5](O)=[O:6].O.CCOC(C)=O. (2) Given the product [N:30]1([CH2:29][C:25]2[N:24]=[C:23]([NH:22][C:16]3[S:15][C:14]([C:12]4[N:11]=[N:10][NH:9][CH:13]=4)=[CH:18][C:17]=3[C:19]([NH2:21])=[O:20])[CH:28]=[CH:27][CH:26]=2)[CH2:31][CH2:32][O:33][CH2:34][CH2:35]1, predict the reactants needed to synthesize it. The reactants are: C(OC[N:9]1[CH:13]=[C:12]([C:14]2[S:15][C:16]([NH:22][C:23]3[CH:28]=[CH:27][CH:26]=[C:25]([CH2:29][N:30]4[CH2:35][CH2:34][O:33][CH2:32][CH2:31]4)[N:24]=3)=[C:17]([C:19]([NH2:21])=[O:20])[CH:18]=2)[N:11]=[N:10]1)(=O)C(C)(C)C.[OH-].[Na+].Cl. (3) Given the product [CH3:12][S:1][C:2]1[NH:3][CH:4]=[C:5]([C:7]([O:9][CH2:10][CH3:11])=[O:8])[N:6]=1, predict the reactants needed to synthesize it. The reactants are: [SH:1][C:2]1[NH:3][CH:4]=[C:5]([C:7]([O:9][CH2:10][CH3:11])=[O:8])[N:6]=1.[CH3:12]I. (4) Given the product [OH:41][CH2:40][C:21]1[C:22]([N:26]2[C:38](=[O:39])[C:37]3[S:36][C:35]4[CH2:34][CH2:33][CH2:32][CH2:31][C:30]=4[C:29]=3[CH:28]=[N:27]2)=[N:23][CH:24]=[CH:25][C:20]=1[C:4]1[CH:5]=[C:6]([NH:9][C:10]2[CH:19]=[C:13]3[CH2:14][N:15]([CH3:18])[CH2:16][CH2:17][N:12]3[N:11]=2)[C:7](=[O:8])[N:2]([CH3:1])[CH:3]=1, predict the reactants needed to synthesize it. The reactants are: [CH3:1][N:2]1[C:7](=[O:8])[C:6]([NH:9][C:10]2[CH:19]=[C:13]3[CH2:14][N:15]([CH3:18])[CH2:16][CH2:17][N:12]3[N:11]=2)=[CH:5][C:4]([C:20]2[CH:25]=[CH:24][N:23]=[C:22]([N:26]3[C:38](=[O:39])[C:37]4[S:36][C:35]5[CH2:34][CH2:33][CH2:32][CH2:31][C:30]=5[C:29]=4[CH:28]=[N:27]3)[C:21]=2[CH:40]=[O:41])=[CH:3]1.[BH4-].[Na+]. (5) Given the product [Cl:36][C:7]1[CH:6]=[C:5]([CH2:4][C:3]([OH:37])=[O:2])[CH:10]=[CH:9][C:8]=1[C:11]1[O:15][N:14]=[C:13]([C:16]2[CH:17]=[CH:18][CH:19]=[CH:20][CH:21]=2)[C:12]=1[C:22](=[O:35])[NH:23][CH2:24][CH2:25][O:26][C:27]1[CH:32]=[CH:31][C:30]([Cl:33])=[CH:29][C:28]=1[Cl:34], predict the reactants needed to synthesize it. The reactants are: C[O:2][C:3](=[O:37])[CH2:4][C:5]1[CH:10]=[CH:9][C:8]([C:11]2[O:15][N:14]=[C:13]([C:16]3[CH:21]=[CH:20][CH:19]=[CH:18][CH:17]=3)[C:12]=2[C:22](=[O:35])[NH:23][CH2:24][CH2:25][O:26][C:27]2[CH:32]=[CH:31][C:30]([Cl:33])=[CH:29][C:28]=2[Cl:34])=[C:7]([Cl:36])[CH:6]=1.[Li+].[OH-].Cl.C(Cl)Cl. (6) The reactants are: C(S)CCC.[C:6]([S:14][C:15]([CH3:18])([CH3:17])[CH3:16])(=[O:13])[C:7]1[CH:12]=[CH:11][CH:10]=[CH:9][CH:8]=1.C(Cl)(=O)C1C=CC=CC=1. Given the product [C:6]([S:14][C:15]([CH3:18])([CH3:17])[CH3:16])(=[O:13])[C:7]1[CH:12]=[CH:11][CH:10]=[CH:9][CH:8]=1, predict the reactants needed to synthesize it.